This data is from Full USPTO retrosynthesis dataset with 1.9M reactions from patents (1976-2016). The task is: Predict the reactants needed to synthesize the given product. (1) Given the product [CH:15]1([NH:20][C:12]([C:9]2[O:10][C:11]3[C:3]([O:2][CH3:1])=[CH:4][CH:5]=[CH:6][C:7]=3[CH:8]=2)=[O:14])[CH2:19][CH2:18][CH2:17][CH2:16]1, predict the reactants needed to synthesize it. The reactants are: [CH3:1][O:2][C:3]1[C:11]2[O:10][C:9]([C:12]([OH:14])=O)=[CH:8][C:7]=2[CH:6]=[CH:5][CH:4]=1.[CH:15]1([NH2:20])[CH2:19][CH2:18][CH2:17][CH2:16]1. (2) Given the product [Si:22]([O:29][CH2:30][CH2:31][CH2:32][CH2:33][CH2:34][O:1][C:2]1[CH:3]=[C:4]([CH2:8][CH2:9][CH2:10][N:11]2[C:19](=[O:20])[C:18]3[C:13](=[CH:14][CH:15]=[CH:16][CH:17]=3)[C:12]2=[O:21])[CH:5]=[CH:6][CH:7]=1)([C:25]([CH3:26])([CH3:27])[CH3:28])([CH3:23])[CH3:24], predict the reactants needed to synthesize it. The reactants are: [OH:1][C:2]1[CH:3]=[C:4]([CH2:8][CH2:9][CH2:10][N:11]2[C:19](=[O:20])[C:18]3[C:13](=[CH:14][CH:15]=[CH:16][CH:17]=3)[C:12]2=[O:21])[CH:5]=[CH:6][CH:7]=1.[Si:22]([O:29][CH2:30][CH2:31][CH2:32][CH2:33][CH2:34]O)([C:25]([CH3:28])([CH3:27])[CH3:26])([CH3:24])[CH3:23]. (3) Given the product [CH2:10]([OH:11])[C@@H:8]([C@@H:6]([C@@H:4]([C@@H:2]([CH2:1][OH:12])[OH:3])[OH:5])[OH:7])[OH:9], predict the reactants needed to synthesize it. The reactants are: [CH2:1]([OH:12])[C@H:2]([C@H:4]([C@@H:6]([C@@H:8]([CH2:10][OH:11])[OH:9])[OH:7])[OH:5])[OH:3].C(O)[C@@H](O)[C@H](O)[C@H](O)[C@@H](O)CO.OC[C@@H]([C@H]([C@@H]([C@@H](CO)O)O)O)O.C(O)[C@@H]([C@H]([C@@H]([C@H](CO)O)O)O)O. (4) The reactants are: Cl[C:2]1[CH:3]=[C:4]([C:13]2[CH:18]=[CH:17][CH:16]=[CH:15][CH:14]=2)[CH:5]([C:8]([O:10][CH2:11][CH3:12])=[O:9])[CH2:6][CH:7]=1.Cl[C:20]1[CH2:25][CH2:24][C:23]([C:26]([O:28]CC)=[O:27])=[C:22]([C:31]2[CH:36]=[CH:35][CH:34]=[CH:33][CH:32]=2)[CH:21]=1.C[O-].[Na+]. Given the product [C:13]1([C:4]2[CH:3]=[CH:2][CH:7]=[CH:6][C:5]=2[C:8]([O:10][CH2:11][CH3:12])=[O:9])[CH:14]=[CH:15][CH:16]=[CH:17][CH:18]=1.[C:31]1([C:22]2[CH:21]=[CH:20][CH:25]=[CH:24][C:23]=2[C:26]([OH:28])=[O:27])[CH:32]=[CH:33][CH:34]=[CH:35][CH:36]=1, predict the reactants needed to synthesize it. (5) Given the product [CH2:2]([NH:4][S:5]([C:8]1[CH:13]=[CH:12][C:11]([O:14][CH3:15])=[CH:10][C:9]=1[C:16]1([OH:23])[CH2:21][CH2:20][N:19]([CH2:32][C:31]2[CH:34]=[CH:35][CH:36]=[C:29]([O:28][C:27]3[CH:37]=[CH:38][CH:39]=[CH:40][C:26]=3[O:25][CH3:24])[CH:30]=2)[CH2:18][CH:17]1[CH3:22])(=[O:6])=[O:7])[CH3:3], predict the reactants needed to synthesize it. The reactants are: Cl.[CH2:2]([NH:4][S:5]([C:8]1[CH:13]=[CH:12][C:11]([O:14][CH3:15])=[CH:10][C:9]=1[C:16]1([OH:23])[CH2:21][CH2:20][NH:19][CH2:18][CH:17]1[CH3:22])(=[O:7])=[O:6])[CH3:3].[CH3:24][O:25][C:26]1[CH:40]=[CH:39][CH:38]=[CH:37][C:27]=1[O:28][C:29]1[CH:30]=[C:31]([CH:34]=[CH:35][CH:36]=1)[CH:32]=O.C([BH3-])#N.[Na+].C([O-])(O)=O.[Na+]. (6) Given the product [OH:16][C:17]([CH3:49])([CH3:50])[CH2:18][C@@:19]1([C:43]2[CH:48]=[CH:47][CH:46]=[CH:45][CH:44]=2)[O:24][C:23](=[O:25])[N:22]([C@H:26]([C:28]2[CH:29]=[CH:30][C:31]([C:8]3[CH:9]=[N:10][N:11]([CH:13]([CH3:15])[CH3:14])[CH:12]=3)=[CH:32][CH:33]=2)[CH3:27])[CH2:21][CH2:20]1, predict the reactants needed to synthesize it. The reactants are: C([O-])([O-])=O.[Na+].[Na+].Br[C:8]1[CH:9]=[N:10][N:11]([CH:13]([CH3:15])[CH3:14])[CH:12]=1.[OH:16][C:17]([CH3:50])([CH3:49])[CH2:18][C@@:19]1([C:43]2[CH:48]=[CH:47][CH:46]=[CH:45][CH:44]=2)[O:24][C:23](=[O:25])[N:22]([C@H:26]([C:28]2[CH:33]=[CH:32][C:31](B3OC(C)(C)C(C)(C)O3)=[CH:30][CH:29]=2)[CH3:27])[CH2:21][CH2:20]1. (7) Given the product [CH3:75][O:76][N:44]([CH3:45])[C:48](=[O:39])[CH2:50][CH2:13][CH2:14][CH2:15][CH2:16][C@H:17]([NH:19][C:36](=[O:38])[CH2:35][C:28]1[C:27]2[C:31](=[CH:32][CH:33]=[C:25]([O:24][CH3:23])[CH:26]=2)[NH:30][C:29]=1[CH3:34])[C:4]1[NH:5][C:6]([C:7]2[CH:8]=[CH:61][CH:62]=[CH:63][CH:64]=2)=[CH:2][N:3]=1, predict the reactants needed to synthesize it. The reactants are: C[CH2:2][N:3]=[C:4]=[N:5][CH2:6][CH2:7][CH2:8]N(C)C.Cl.[CH:13]1[CH:14]=[CH:15][C:16]2N(O)N=[N:19][C:17]=2C=1.[CH3:23][O:24][C:25]1[CH:26]=[C:27]2[C:31](=[CH:32][CH:33]=1)[NH:30][C:29]([CH3:34])=[C:28]2[CH2:35][C:36]([OH:38])=O.[O:39]=[O+][O-].CC[N:44]([CH:48]([CH3:50])C)[CH:45](C)C.CN(C(ON1N=N[C:61]2[CH:62]=[CH:63][CH:64]=NC1=2)=[N+](C)C)C.F[P-](F)(F)(F)(F)F.[CH3:75][O:76]NC.Cl.